Dataset: Full USPTO retrosynthesis dataset with 1.9M reactions from patents (1976-2016). Task: Predict the reactants needed to synthesize the given product. (1) Given the product [CH2:1]([O:5][CH2:6][CH2:7][CH2:8][CH2:9][CH2:10][CH2:11][CH2:12][CH2:13][CH2:22][CH2:23][CH2:25][CH2:15][CH2:16][CH2:17][CH2:18][CH2:19][CH2:14][CH3:20])[CH:2]1[O:4][CH2:3]1.[CH2:1]([O:5][CH2:6][CH2:7][CH2:8][CH2:9][CH2:10][CH2:11][CH2:12][CH3:13])[CH:2]1[O:4][CH2:3]1, predict the reactants needed to synthesize it. The reactants are: [CH2:1]([O:5][CH2:6][CH2:7][CH2:8][CH2:9][CH2:10][CH2:11][CH2:12][CH3:13])[CH:2]1[O:4][CH2:3]1.[C:14]1([CH3:20])[CH:19]=[CH:18][CH:17]=[CH:16][CH:15]=1.Cl.[CH3:22][C:23]([CH3:25])=O. (2) Given the product [N+:18]([C:9]1[CH:10]=[C:11]([CH:16]=[CH:17][C:8]=1[N:1]1[CH2:6][CH2:5][CH2:4][CH2:3][CH2:2]1)[C:12]([O:14][CH3:15])=[O:13])([O-:20])=[O:19], predict the reactants needed to synthesize it. The reactants are: [NH:1]1[CH2:6][CH2:5][CH2:4][CH2:3][CH2:2]1.F[C:8]1[CH:17]=[CH:16][C:11]([C:12]([O:14][CH3:15])=[O:13])=[CH:10][C:9]=1[N+:18]([O-:20])=[O:19]. (3) Given the product [CH2:21]([C:22]1[NH:13][C:12]([C:10]2[C:9]([OH:14])=[C:8]3[C:3]([CH:4]=[CH:5][CH:6]=[N:7]3)=[C:2]([Br:1])[N:11]=2)=[N:25][N:24]=1)[C:15]1[CH:20]=[CH:19][CH:18]=[CH:17][CH:16]=1, predict the reactants needed to synthesize it. The reactants are: [Br:1][C:2]1[N:11]=[C:10]([C:12]#[N:13])[C:9]([OH:14])=[C:8]2[C:3]=1[CH:4]=[CH:5][CH:6]=[N:7]2.[C:15]1([CH2:21][C:22]([NH:24][NH2:25])=O)[CH:20]=[CH:19][CH:18]=[CH:17][CH:16]=1.